This data is from Experimentally validated miRNA-target interactions with 360,000+ pairs, plus equal number of negative samples. The task is: Binary Classification. Given a miRNA mature sequence and a target amino acid sequence, predict their likelihood of interaction. (1) The miRNA is hsa-miR-3689c with sequence CUGGGAGGUGUGAUAUUGUGGU. The protein sequence of the target gene is MVTAFLNERQATTEEMALVSNALAAYSFIADQPERAALYFVCGVCLGLVLTLIALVVQISCRTDCKTQQAPKKTGKTVENTSDTSDSDSDWDNTSDLSARRHRRFERTLGNVFTSAEELERAQRLEERERIIREIWMNGQPDMPGTRSLNRYY. Result: 0 (no interaction). (2) The miRNA is mmu-miR-34b-3p with sequence AAUCACUAACUCCACUGCCAUC. The protein sequence of the target gene is MNDDGKVNASSEGYFILVGFSNWPHLEVVIFVVVLIFYLMTLIGNLFIIILSYLDSHLHTPMYFFLSNLSFLDLCYTTSSIPQLLVNLWGPEKTISYAGCMIQLYFVLALGTTECVLLVVMSYDRYAAVCRPLHYTVLMHPRFCHLLAVASWVSGFTNSALHSSFTFWVPLCGHRQVDHFFCEVPALLRLSCVDTHVNELTLMITSSIFVLIPLILILTSYGAIVRAVLRMQSTTGLQKVFGTCGAHLMAVSLFFIPAMCIYLQPPSGNSQDQGKFIALFYTVVTPSLNPLIYTLRNKVV.... Result: 0 (no interaction). (3) The miRNA is mmu-miR-149-5p with sequence UCUGGCUCCGUGUCUUCACUCCC. The protein sequence of the target gene is MTARFRLPAGRTYNVRASELARDRQHTEVVCNILLLDNTVQAFRVNKHDQGQVLLDIVFKHLDLTERDYFGLQLADDSTDNPRWLDPNKPIRKQLKRGSPYNLNFRVKFFVSDPNKLQEEYTRYQYFLQIKQDILTGRLSCPCNTAALLASFAVQSELGDYNQSENLAGYLSDYSFIPNQPQDFEKEIAKLHQQHVGLSPAEAEFNYLNAARTLELYGVEFHYARDQSNNEILIGVMSGGILIYKNRVRMNTFLWLKIVKISFKCKQFFIQLRKELHESRETLLGFNMVNYRACKTLWKA.... Result: 1 (interaction).